Dataset: Full USPTO retrosynthesis dataset with 1.9M reactions from patents (1976-2016). Task: Predict the reactants needed to synthesize the given product. (1) The reactants are: [C:1]([NH:9][C:10]1[CH:15]=[CH:14][C:13]([NH:16][C:17]2[CH:26]=[CH:25][N:24]=[C:23]3[C:18]=2[C:19]2[CH:31]=[CH:30][C:29]([C:32](O)=[O:33])=[CH:28][C:20]=2[C:21](=[O:27])[NH:22]3)=[CH:12][CH:11]=1)(=[O:8])[C:2]1[CH:7]=[CH:6][CH:5]=[CH:4][CH:3]=1.[CH3:35][N:36]([CH3:40])[CH2:37][CH2:38][NH2:39]. Given the product [C:1]([NH:9][C:10]1[CH:11]=[CH:12][C:13]([NH:16][C:17]2[CH:26]=[CH:25][N:24]=[C:23]3[C:18]=2[C:19]2[CH:31]=[CH:30][C:29]([C:32]([NH:39][CH2:38][CH2:37][N:36]([CH3:40])[CH3:35])=[O:33])=[CH:28][C:20]=2[C:21](=[O:27])[NH:22]3)=[CH:14][CH:15]=1)(=[O:8])[C:2]1[CH:7]=[CH:6][CH:5]=[CH:4][CH:3]=1, predict the reactants needed to synthesize it. (2) Given the product [CH:1]1([C:4]2[CH:5]=[N:6][C:7]([NH:14][C:15]3[CH:23]=[C:22]4[C:18]([C:19]([C:25]5[CH:26]=[CH:27][CH:28]=[CH:29][CH:30]=5)=[CH:20][N:21]4[CH3:24])=[CH:17][CH:16]=3)=[C:8]([CH:13]=2)[C:9]([OH:11])=[O:10])[CH2:3][CH2:2]1, predict the reactants needed to synthesize it. The reactants are: [CH:1]1([C:4]2[CH:5]=[N:6][C:7]([NH:14][C:15]3[CH:23]=[C:22]4[C:18]([C:19]([C:25]5[CH:30]=[CH:29][CH:28]=[CH:27][CH:26]=5)=[CH:20][N:21]4[CH3:24])=[CH:17][CH:16]=3)=[C:8]([CH:13]=2)[C:9]([O:11]C)=[O:10])[CH2:3][CH2:2]1.[OH-].[Na+].O.Cl.